This data is from NCI-60 drug combinations with 297,098 pairs across 59 cell lines. The task is: Regression. Given two drug SMILES strings and cell line genomic features, predict the synergy score measuring deviation from expected non-interaction effect. (1) Drug 1: CN1C(=O)N2C=NC(=C2N=N1)C(=O)N. Drug 2: CCCCCOC(=O)NC1=NC(=O)N(C=C1F)C2C(C(C(O2)C)O)O. Cell line: LOX IMVI. Synergy scores: CSS=0.544, Synergy_ZIP=4.70, Synergy_Bliss=-4.56, Synergy_Loewe=-7.00, Synergy_HSA=-7.17. (2) Drug 1: C1=CC(=C2C(=C1NCCNCCO)C(=O)C3=C(C=CC(=C3C2=O)O)O)NCCNCCO. Drug 2: CCN(CC)CCNC(=O)C1=C(NC(=C1C)C=C2C3=C(C=CC(=C3)F)NC2=O)C. Cell line: HL-60(TB). Synergy scores: CSS=56.4, Synergy_ZIP=2.02, Synergy_Bliss=0.997, Synergy_Loewe=-24.4, Synergy_HSA=0.235. (3) Drug 1: CN1CCC(CC1)COC2=C(C=C3C(=C2)N=CN=C3NC4=C(C=C(C=C4)Br)F)OC. Drug 2: C1CCN(CC1)CCOC2=CC=C(C=C2)C(=O)C3=C(SC4=C3C=CC(=C4)O)C5=CC=C(C=C5)O. Cell line: A549. Synergy scores: CSS=14.6, Synergy_ZIP=0.920, Synergy_Bliss=6.06, Synergy_Loewe=-1.57, Synergy_HSA=5.04. (4) Drug 1: C1=CC=C(C(=C1)C(C2=CC=C(C=C2)Cl)C(Cl)Cl)Cl. Drug 2: CC12CCC3C(C1CCC2O)C(CC4=C3C=CC(=C4)O)CCCCCCCCCS(=O)CCCC(C(F)(F)F)(F)F. Cell line: T-47D. Synergy scores: CSS=23.7, Synergy_ZIP=-5.99, Synergy_Bliss=6.78, Synergy_Loewe=4.93, Synergy_HSA=9.13. (5) Drug 1: C1CCC(C1)C(CC#N)N2C=C(C=N2)C3=C4C=CNC4=NC=N3. Drug 2: CC1C(C(CC(O1)OC2CC(CC3=C2C(=C4C(=C3O)C(=O)C5=C(C4=O)C(=CC=C5)OC)O)(C(=O)C)O)N)O.Cl. Cell line: MOLT-4. Synergy scores: CSS=85.0, Synergy_ZIP=30.2, Synergy_Bliss=29.4, Synergy_Loewe=-2.85, Synergy_HSA=30.4. (6) Drug 1: C1=C(C(=O)NC(=O)N1)F. Drug 2: C#CCC(CC1=CN=C2C(=N1)C(=NC(=N2)N)N)C3=CC=C(C=C3)C(=O)NC(CCC(=O)O)C(=O)O. Cell line: NCI-H522. Synergy scores: CSS=16.7, Synergy_ZIP=-4.25, Synergy_Bliss=-7.67, Synergy_Loewe=-8.29, Synergy_HSA=-8.15. (7) Drug 1: CCCS(=O)(=O)NC1=C(C(=C(C=C1)F)C(=O)C2=CNC3=C2C=C(C=N3)C4=CC=C(C=C4)Cl)F. Drug 2: C1CNP(=O)(OC1)N(CCCl)CCCl. Cell line: SNB-75. Synergy scores: CSS=1.44, Synergy_ZIP=-0.171, Synergy_Bliss=0.816, Synergy_Loewe=-0.871, Synergy_HSA=-0.657.